This data is from Catalyst prediction with 721,799 reactions and 888 catalyst types from USPTO. The task is: Predict which catalyst facilitates the given reaction. (1) Reactant: [NH2:1][C:2]1[S:6][N:5]=[C:4]([C:7]2[CH:12]=[CH:11][C:10]([N+:13]([O-:15])=[O:14])=[CH:9][CH:8]=2)[C:3]=1[C:16]#[N:17].C(=O)([O-])[O-].[K+].[K+].[CH3:24][O:25][C:26](=[O:33])[CH2:27][CH2:28][CH2:29][N:30]=[C:31]=[O:32]. Product: [C:16]([C:3]1[C:4]([C:7]2[CH:8]=[CH:9][C:10]([N+:13]([O-:15])=[O:14])=[CH:11][CH:12]=2)=[N:5][S:6][C:2]=1[NH:1][C:31]([NH:30][CH2:29][CH2:28][CH2:27][C:26]([O:25][CH3:24])=[O:33])=[O:32])#[N:17]. The catalyst class is: 7. (2) Reactant: [CH:1]1[C:10]2[CH2:9][CH2:8][CH2:7][CH2:6][C:5]=2[CH:4]=[CH:3][C:2]=1[O:11][CH2:12][CH2:13][O:14][C:15]1[CH:30]=[CH:29][C:18]([CH2:19][CH:20]([C:25]([O:27]C)=[O:26])[C:21]([O:23]C)=[O:22])=[CH:17][CH:16]=1.[OH-].[Na+]. Product: [CH:1]1[C:10]2[CH2:9][CH2:8][CH2:7][CH2:6][C:5]=2[CH:4]=[CH:3][C:2]=1[O:11][CH2:12][CH2:13][O:14][C:15]1[CH:30]=[CH:29][C:18]([CH2:19][CH:20]([C:25]([OH:27])=[O:26])[C:21]([OH:23])=[O:22])=[CH:17][CH:16]=1. The catalyst class is: 111. (3) Reactant: [Si]([O:8][C:9]1[CH:10]=[CH:11][C:12]([CH2:15][C:16]([O:18][CH3:19])=[O:17])=[N:13][CH:14]=1)(C(C)(C)C)(C)C.C([O-])([O-])=O.[Cs+].[Cs+].Br[CH2:27][CH2:28][O:29][CH3:30]. Product: [CH3:30][O:29][CH2:28][CH2:27][O:8][C:9]1[CH:10]=[CH:11][C:12]([CH2:15][C:16]([O:18][CH3:19])=[O:17])=[N:13][CH:14]=1. The catalyst class is: 23. (4) Reactant: [C:1]([C:3]1[CH:28]=[CH:27][C:6]([O:7][CH2:8][CH:9]([OH:26])[CH2:10][N:11]2[CH2:17][CH:16]3[N:18](C(OC(C)(C)C)=O)[CH:13]([CH2:14][CH2:15]3)[CH2:12]2)=[CH:5][CH:4]=1)#[N:2].Cl.CCOC(C)=O. Product: [NH4+:2].[OH-:7].[CH:16]12[NH:18][CH:13]([CH2:14][CH2:15]1)[CH2:12][N:11]([CH2:10][CH:9]([OH:26])[CH2:8][O:7][C:6]1[CH:5]=[CH:4][C:3]([C:1]#[N:2])=[CH:28][CH:27]=1)[CH2:17]2. The catalyst class is: 25. (5) Reactant: C(Cl)(=O)C(Cl)=O.[CH3:7][S:8][C:9]1[CH:17]=[CH:16][C:12]([C:13]([OH:15])=O)=[CH:11][C:10]=1[N+:18]([O-:20])=[O:19].[C:21]([C:23]1[CH:28]=[CH:27][C:26]([CH:29]2[CH2:34][CH2:33][NH:32][CH2:31][CH2:30]2)=[CH:25][CH:24]=1)#[N:22].CCN(C(C)C)C(C)C. Product: [CH3:7][S:8][C:9]1[CH:17]=[CH:16][C:12]([C:13]([N:32]2[CH2:33][CH2:34][CH:29]([C:26]3[CH:27]=[CH:28][C:23]([C:21]#[N:22])=[CH:24][CH:25]=3)[CH2:30][CH2:31]2)=[O:15])=[CH:11][C:10]=1[N+:18]([O-:20])=[O:19]. The catalyst class is: 139. (6) Reactant: [Li]CCCC.[CH:6]([C:9]1[CH:14]=[CH:13][C:12](B(O)O)=[CH:11][CH:10]=1)([CH3:8])[CH3:7].[O-]P([O-])([O-])=O.[K+].[K+].[K+].[CH3:26][O:27][C:28](=[O:40])[C:29]1[CH:34]=[CH:33][CH:32]=[C:31]([C:35]([F:38])([F:37])[F:36])[C:30]=1Cl. Product: [CH3:26][O:27][C:28]([C:29]1[C:34]([C:12]2[CH:13]=[CH:14][C:9]([CH:6]([CH3:8])[CH3:7])=[CH:10][CH:11]=2)=[CH:33][CH:32]=[C:31]([C:35]([F:38])([F:37])[F:36])[CH:30]=1)=[O:40]. The catalyst class is: 12. (7) Reactant: Cl[C:2]1[C:7]([C:8]([NH2:10])=[O:9])=[C:6]([NH:11][C:12]2[CH:17]=[CH:16][CH:15]=[C:14]([S:18]([CH3:21])(=[O:20])=[O:19])[CH:13]=2)[N:5]=[C:4]([S:22][CH3:23])[N:3]=1.C(=O)([O-])[O-:25].[K+].[K+].OO.Cl. Product: [CH3:23][S:22][C:4]1[NH:3][C:2](=[O:25])[C:7]([C:8]([NH2:10])=[O:9])=[C:6]([NH:11][C:12]2[CH:17]=[CH:16][CH:15]=[C:14]([S:18]([CH3:21])(=[O:20])=[O:19])[CH:13]=2)[N:5]=1. The catalyst class is: 374.